This data is from Experimentally validated miRNA-target interactions with 360,000+ pairs, plus equal number of negative samples. The task is: Binary Classification. Given a miRNA mature sequence and a target amino acid sequence, predict their likelihood of interaction. (1) The miRNA is hsa-miR-548y with sequence AAAAGUAAUCACUGUUUUUGCC. The protein sequence of the target gene is MDPGSRWRNLPSGPSLKHLTDPSYGIPREQQKAALQELTRAHVESFNYAVHEGLGLAVQAIPPFEFAFKDERISFTILDAVISPPTVPKGTICKEANVYPAECRGRRSTYRGKLTADINWAVNGISKGIIKQFLGYVPIMVKSKLCNLRNLPPQALIEHHEEAEEMGGYFIINGIEKVIRMLIMPRRNFPIAMIRPKWKTRGPGYTQYGVSMHCVREEHSAVNMNLHYLENGTVMLNFIYRKELFFLPLGFALKALVSFSDYQIFQELIKGKEDDSFLRNSVSQMLRIVMEEGCSTQKQV.... Result: 1 (interaction). (2) The miRNA is hsa-miR-4632-5p with sequence GAGGGCAGCGUGGGUGUGGCGGA. The protein sequence of the target gene is MSCQQSQQQCQPPPKCTPKCPPKCPTPKCPPKCPPKCPPVSSCCSVSSGGCCGSSSGGGCSSGGGGCCLSHHRRHRSHRHRLQSSGCCSQPSGGSSCCGGDSGQHSGGCC. Result: 1 (interaction).